This data is from Full USPTO retrosynthesis dataset with 1.9M reactions from patents (1976-2016). The task is: Predict the reactants needed to synthesize the given product. Given the product [Cl:1][C:2]1[CH:3]=[C:4]([C:31]#[C:30][CH2:29][OH:32])[CH:5]=[C:6]([Cl:8])[CH:7]=1, predict the reactants needed to synthesize it. The reactants are: [Cl:1][C:2]1[CH:3]=[C:4](I)[CH:5]=[C:6]([Cl:8])[CH:7]=1.C1(P(C2C=CC=CC=2)C2C=CC=CC=2)C=CC=CC=1.[CH2:29]([OH:32])[C:30]#[CH:31].C(N(C(C)C)CC)(C)C.